This data is from Forward reaction prediction with 1.9M reactions from USPTO patents (1976-2016). The task is: Predict the product of the given reaction. (1) Given the reactants CCO.C([Cl:7])(=O)C.[CH3:8][O:9][C:10]1[CH:15]=[C:14]([O:16][CH3:17])[CH:13]=[CH:12][C:11]=1[C:18]1[N:23]([CH2:24][CH2:25][NH:26]C(=O)OC(C)(C)C)[C:22](=[S:34])[NH:21][C:20](=[O:35])[CH:19]=1, predict the reaction product. The product is: [ClH:7].[NH2:26][CH2:25][CH2:24][N:23]1[C:18]([C:11]2[CH:12]=[CH:13][C:14]([O:16][CH3:17])=[CH:15][C:10]=2[O:9][CH3:8])=[CH:19][C:20](=[O:35])[NH:21][C:22]1=[S:34]. (2) Given the reactants P(Cl)(Cl)(Cl)=O.[NH:6]1[C:14]2[C:9](=[CH:10][CH:11]=[CH:12][CH:13]=2)[CH:8]=[CH:7]1.[OH-].[Na+].CN([CH:20]=[O:21])C, predict the reaction product. The product is: [NH:6]1[C:14]2[C:9](=[CH:10][CH:11]=[CH:12][CH:13]=2)[C:8]([CH:20]=[O:21])=[CH:7]1. (3) Given the reactants [NH2:1][C:2]([NH:4][C:5]1[CH:6]=[C:7]([CH:33]=[CH:34][CH:35]=1)[C:8]([NH:10][C:11]1[CH:12]=[CH:13][C:14]2[N:18]=[CH:17][N:16]([CH:19]([C:26]3[CH:31]=[CH:30][CH:29]=[CH:28][CH:27]=3)[CH2:20][C:21]([O:23]CC)=[O:22])[C:15]=2[CH:32]=1)=[O:9])=[NH:3], predict the reaction product. The product is: [NH2:3][C:2]([NH:4][C:5]1[CH:6]=[C:7]([CH:33]=[CH:34][CH:35]=1)[C:8]([NH:10][C:11]1[CH:12]=[CH:13][C:14]2[N:18]=[CH:17][N:16]([CH:19]([C:26]3[CH:27]=[CH:28][CH:29]=[CH:30][CH:31]=3)[CH2:20][C:21]([OH:23])=[O:22])[C:15]=2[CH:32]=1)=[O:9])=[NH:1]. (4) Given the reactants [Cl:1][C:2]1[CH:7]=[CH:6][C:5](/[CH:8]=[CH:9]/[C:10]#[N:11])=[C:4]([O:12][CH3:13])[CH:3]=1.[H][H], predict the reaction product. The product is: [Cl:1][C:2]1[CH:7]=[CH:6][C:5]([CH2:8][CH2:9][C:10]#[N:11])=[C:4]([O:12][CH3:13])[CH:3]=1. (5) The product is: [CH2:1]([C:2]1[NH:3][C:4]2=[N:5][CH:6]=[CH:7][CH:8]=[C:9]2[CH:10]=1)[CH3:12]. Given the reactants [CH3:1][C:2]1[NH:3][C:4]2[C:9]([CH:10]=1)=[CH:8][CH:7]=[CH:6][N:5]=2.[Li][CH2:12]CCC.CC([O-])(C)C.[K+].CI, predict the reaction product. (6) The product is: [C:1]([N:4]1[CH2:8][CH2:7][CH:6]([F:9])[CH:5]1[C:10]1[C:15]([O:42][C:39]2[CH:38]=[CH:37][C:36]([C:31]3[CH:32]=[CH:33][CH:34]=[CH:35][C:30]=3[F:29])=[CH:41][CH:40]=2)=[CH:14][C:13]2[N:17]=[C:18]([C:20]3[CH:25]=[CH:24][CH:23]=[CH:22][N:21]=3)[NH:26][C:12]=2[CH:11]=1)(=[O:3])[CH3:2]. Given the reactants [C:1]([N:4]1[CH2:8][CH2:7][CH:6]([F:9])[CH:5]1[C:10]1[C:15](F)=[CH:14][C:13]([NH:17][C:18]([C:20]2[CH:25]=[CH:24][CH:23]=[CH:22][N:21]=2)=O)=[C:12]([N+:26]([O-])=O)[CH:11]=1)(=[O:3])[CH3:2].[F:29][C:30]1[CH:35]=[CH:34][CH:33]=[CH:32][C:31]=1[C:36]1[CH:41]=[CH:40][C:39]([OH:42])=[CH:38][CH:37]=1, predict the reaction product. (7) Given the reactants C[O-].[K+].[CH3:4][N:5]1[C:9]([O:10][C:11]2[CH:16]=[C:15]([O:17][C:18]3N(C)N=C(C(F)(F)F)C=3)[CH:14]=[C:13]([O:28][C:29]3[N:33]([CH3:34])[N:32]=[C:31]([C:35]([F:38])([F:37])[F:36])[CH:30]=3)[N:12]=2)=[CH:8][C:7]([C:39]([F:42])([F:41])[F:40])=[N:6]1, predict the reaction product. The product is: [CH3:34][N:33]1[C:29]([O:28][C:13]2[CH:14]=[C:15]([O:17][CH3:18])[CH:16]=[C:11]([O:10][C:9]3[N:5]([CH3:4])[N:6]=[C:7]([C:39]([F:40])([F:41])[F:42])[CH:8]=3)[N:12]=2)=[CH:30][C:31]([C:35]([F:38])([F:36])[F:37])=[N:32]1. (8) Given the reactants ClC1C=C(C=CC=1)C(OO)=[O:6].[CH:12]1([S:17][CH2:18][C:19]([NH:21][C:22]2[C:31]([C:32]3[CH:37]=[CH:36][C:35]([F:38])=[C:34]([CH3:39])[CH:33]=3)=[C:25]3[N:26]=[CH:27][C:28]([CH3:30])=[CH:29][N:24]3[N:23]=2)=[O:20])[CH2:16][CH2:15][CH2:14][CH2:13]1, predict the reaction product. The product is: [CH:12]1([S:17]([CH2:18][C:19]([NH:21][C:22]2[C:31]([C:32]3[CH:37]=[CH:36][C:35]([F:38])=[C:34]([CH3:39])[CH:33]=3)=[C:25]3[N:26]=[CH:27][C:28]([CH3:30])=[CH:29][N:24]3[N:23]=2)=[O:20])=[O:6])[CH2:16][CH2:15][CH2:14][CH2:13]1. (9) Given the reactants [N:1]1[CH:6]=[CH:5][CH:4]=[CH:3][C:2]=1[C:7]1[N:12]=N[C:10]([C:13]2N=[N:15][C:16]([C:19]3[CH:24]=[CH:23][CH:22]=[CH:21][N:20]=3)=[CH:17][CH:18]=2)=[CH:9][CH:8]=1.OS(O)(=O)=O, predict the reaction product. The product is: [N:1]1[CH:6]=[CH:5][CH:4]=[CH:3][C:2]=1[C:7]1[NH:12][C:10]([C:13]2[NH:15][C:16]([C:19]3[CH:24]=[CH:23][CH:22]=[CH:21][N:20]=3)=[CH:17][CH:18]=2)=[CH:9][CH:8]=1.